Dataset: Full USPTO retrosynthesis dataset with 1.9M reactions from patents (1976-2016). Task: Predict the reactants needed to synthesize the given product. (1) Given the product [Br:26][CH2:12][C:9]1[CH:10]=[C:11]2[C:6]([CH:5]=[CH:4][C:3](=[O:13])[N:2]2[CH3:1])=[CH:7][CH:8]=1, predict the reactants needed to synthesize it. The reactants are: [CH3:1][N:2]1[C:11]2[C:6](=[CH:7][CH:8]=[C:9]([CH3:12])[CH:10]=2)[CH:5]=[CH:4][C:3]1=[O:13].CC(N=NC(C#N)(C)C)(C#N)C.[Br:26]NC(=O)CCC(N)=O. (2) The reactants are: [C:1]([C@@H:3]1[CH2:7][CH2:6][CH2:5][N:4]1[C:8]([C@@H:10]1[C@H:15]2[CH2:16][C@H:12]([C@H:13]([OH:17])[CH2:14]2)[N:11]1[C:18]([O:20][C:21]([CH3:24])([CH3:23])[CH3:22])=[O:19])=[O:9])#[N:2].F[C:26]1[CH:31]=[CH:30][CH:29]=[CH:28][N:27]=1.[H-].[Na+]. Given the product [C:1]([C@@H:3]1[CH2:7][CH2:6][CH2:5][N:4]1[C:8]([C@@H:10]1[C@H:15]2[CH2:16][C@H:12]([C@H:13]([O:17][C:26]3[CH:31]=[CH:30][CH:29]=[CH:28][N:27]=3)[CH2:14]2)[N:11]1[C:18]([O:20][C:21]([CH3:24])([CH3:23])[CH3:22])=[O:19])=[O:9])#[N:2], predict the reactants needed to synthesize it. (3) Given the product [C:17]([O:16][C:14](=[O:15])/[CH:13]=[CH:12]/[C:11]1[C:2]([NH:1][S:31]([C:25]2[CH:30]=[CH:29][CH:28]=[CH:27][CH:26]=2)(=[O:33])=[O:32])=[C:3]([C:21]([O:23][CH3:24])=[O:22])[C:4]2[CH2:5][CH2:6][CH2:7][CH2:8][C:9]=2[CH:10]=1)([CH3:20])([CH3:19])[CH3:18], predict the reactants needed to synthesize it. The reactants are: [NH2:1][C:2]1[C:11](/[CH:12]=[CH:13]/[C:14]([O:16][C:17]([CH3:20])([CH3:19])[CH3:18])=[O:15])=[CH:10][C:9]2[CH2:8][CH2:7][CH2:6][CH2:5][C:4]=2[C:3]=1[C:21]([O:23][CH3:24])=[O:22].[C:25]1([S:31](Cl)(=[O:33])=[O:32])[CH:30]=[CH:29][CH:28]=[CH:27][CH:26]=1.